Dataset: Forward reaction prediction with 1.9M reactions from USPTO patents (1976-2016). Task: Predict the product of the given reaction. Given the reactants [CH:1](=O)[CH2:2][CH2:3]CC.[C:7]([CH2:12][CH:13]=P(C1C=CC=CC=1)(C1C=CC=CC=1)C1C=CC=CC=1)([O:9][CH2:10][CH3:11])=[O:8].[CH2:33](Cl)Cl, predict the reaction product. The product is: [CH3:33]/[C:12](=[CH:13]\[CH2:1][CH2:2][CH3:3])/[C:7]([O:9][CH2:10][CH3:11])=[O:8].